Dataset: NCI-60 drug combinations with 297,098 pairs across 59 cell lines. Task: Regression. Given two drug SMILES strings and cell line genomic features, predict the synergy score measuring deviation from expected non-interaction effect. (1) Drug 2: CCC1=CC2CC(C3=C(CN(C2)C1)C4=CC=CC=C4N3)(C5=C(C=C6C(=C5)C78CCN9C7C(C=CC9)(C(C(C8N6C)(C(=O)OC)O)OC(=O)C)CC)OC)C(=O)OC.C(C(C(=O)O)O)(C(=O)O)O. Cell line: IGROV1. Drug 1: CC1=C2C(C(=O)C3(C(CC4C(C3C(C(C2(C)C)(CC1OC(=O)C(C(C5=CC=CC=C5)NC(=O)OC(C)(C)C)O)O)OC(=O)C6=CC=CC=C6)(CO4)OC(=O)C)OC)C)OC. Synergy scores: CSS=43.9, Synergy_ZIP=-2.28, Synergy_Bliss=-3.61, Synergy_Loewe=1.15, Synergy_HSA=2.67. (2) Drug 1: CC1=C(C=C(C=C1)NC2=NC=CC(=N2)N(C)C3=CC4=NN(C(=C4C=C3)C)C)S(=O)(=O)N.Cl. Drug 2: CC1C(C(CC(O1)OC2CC(CC3=C2C(=C4C(=C3O)C(=O)C5=C(C4=O)C(=CC=C5)OC)O)(C(=O)CO)O)N)O.Cl. Cell line: OVCAR-4. Synergy scores: CSS=55.7, Synergy_ZIP=1.14, Synergy_Bliss=0.429, Synergy_Loewe=4.84, Synergy_HSA=5.86. (3) Drug 1: CCCCC(=O)OCC(=O)C1(CC(C2=C(C1)C(=C3C(=C2O)C(=O)C4=C(C3=O)C=CC=C4OC)O)OC5CC(C(C(O5)C)O)NC(=O)C(F)(F)F)O. Drug 2: C(CN)CNCCSP(=O)(O)O. Cell line: IGROV1. Synergy scores: CSS=11.8, Synergy_ZIP=-8.35, Synergy_Bliss=-8.68, Synergy_Loewe=-30.3, Synergy_HSA=-9.52. (4) Drug 1: C1CC2CC3=C(CC1C24CN(S(=O)(=O)N4)CC(F)(F)F)C=CC(=C3)C=CCN5CCC(CC5)C(F)(F)F. Drug 2: COCCOC1=C(C=C2C(=C1)C(=NC=N2)NC3=CC=CC(=C3)C#C)OCCOC. Cell line: T-47D. Synergy scores: CSS=39.4, Synergy_ZIP=-0.502, Synergy_Bliss=0.931, Synergy_Loewe=3.59, Synergy_HSA=6.42. (5) Drug 1: CC1=CC=C(C=C1)C2=CC(=NN2C3=CC=C(C=C3)S(=O)(=O)N)C(F)(F)F. Drug 2: C1C(C(OC1N2C=C(C(=O)NC2=O)F)CO)O. Cell line: U251. Synergy scores: CSS=12.6, Synergy_ZIP=-4.96, Synergy_Bliss=4.75, Synergy_Loewe=-8.62, Synergy_HSA=-0.125. (6) Drug 1: CCCS(=O)(=O)NC1=C(C(=C(C=C1)F)C(=O)C2=CNC3=C2C=C(C=N3)C4=CC=C(C=C4)Cl)F. Drug 2: C1=CC(=C2C(=C1NCCNCCO)C(=O)C3=C(C=CC(=C3C2=O)O)O)NCCNCCO. Cell line: HCT-15. Synergy scores: CSS=60.6, Synergy_ZIP=4.30, Synergy_Bliss=4.87, Synergy_Loewe=-38.2, Synergy_HSA=3.30.